From a dataset of Reaction yield outcomes from USPTO patents with 853,638 reactions. Predict the reaction yield, written as a fraction of the theoretical maximum amount of product (1.0 means a 100% yield; for example, 0.34 means a 34% yield). (1) The reactants are Cl.[CH3:2][NH:3][O:4][CH3:5].C(N(CC)CC)C.C(Cl)CCl.[OH:17][CH2:18][C:19]1[CH:27]=[CH:26][C:22]([C:23]([OH:25])=O)=[CH:21][CH:20]=1. The catalyst is O1CCCC1. The product is [OH:17][CH2:18][C:19]1[CH:20]=[CH:21][C:22]([C:23]([N:3]([O:4][CH3:5])[CH3:2])=[O:25])=[CH:26][CH:27]=1. The yield is 0.420. (2) The catalyst is CN(C=O)C. The yield is 0.800. The reactants are [SH:1][C:2]1[NH:3][C:4]2[CH:10]=[CH:9][CH:8]=[CH:7][C:5]=2[N:6]=1.Br[CH2:12][C:13]1[CH:22]=[CH:21][C:16]([C:17]([O:19][CH3:20])=[O:18])=[CH:15][CH:14]=1. The product is [CH3:20][O:19][C:17](=[O:18])[C:16]1[CH:21]=[CH:22][C:13]([CH2:12][S:1][C:2]2[NH:6][C:5]3[CH:7]=[CH:8][CH:9]=[CH:10][C:4]=3[N:3]=2)=[CH:14][CH:15]=1. (3) The reactants are [F:1][C:2]1[CH:3]=[C:4]([C:10]2[CH:15]=[CH:14][CH:13]=[CH:12][CH:11]=2)[CH:5]=[CH:6][C:7]=1[CH:8]=O.[NH2:16][C:17]1[C:18]([C:31]([NH:33][CH3:34])=[O:32])=[N:19][C:20]([C:23]2[CH:28]=[CH:27][CH:26]=[C:25]([CH2:29][NH2:30])[CH:24]=2)=[CH:21][N:22]=1.CC(O)=O.[BH-](OC(C)=O)(OC(C)=O)OC(C)=O.[Na+].C([O-])(O)=O.[Na+]. The catalyst is C1COCC1. The product is [NH2:16][C:17]1[C:18]([C:31]([NH:33][CH3:34])=[O:32])=[N:19][C:20]([C:23]2[CH:28]=[CH:27][CH:26]=[C:25]([CH2:29][NH:30][CH2:8][C:7]3[CH:6]=[CH:5][C:4]([C:10]4[CH:15]=[CH:14][CH:13]=[CH:12][CH:11]=4)=[CH:3][C:2]=3[F:1])[CH:24]=2)=[CH:21][N:22]=1. The yield is 0.200. (4) The reactants are C(OC(=O)[NH:7][C:8]([CH3:48])([CH3:47])[C:9]([N:11]1[CH2:16][CH2:15][CH:14]([C:17]2[CH:22]=[CH:21][C:20]([NH:23][C:24]([C:26]3[N:27](COCC[Si](C)(C)C)[CH:28]=[C:29]([C:31]#[N:32])[N:30]=3)=[O:25])=[C:19]([C:41]3[CH2:46][CH2:45][CH2:44][CH2:43][CH:42]=3)[CH:18]=2)[CH2:13][CH2:12]1)=[O:10])(C)(C)C.[C:50]([OH:56])([C:52]([F:55])([F:54])[F:53])=[O:51]. The catalyst is C(Cl)Cl.CCO. The product is [F:53][C:52]([F:55])([F:54])[C:50]([OH:56])=[O:51].[NH2:7][C:8]([CH3:48])([CH3:47])[C:9]([N:11]1[CH2:16][CH2:15][CH:14]([C:17]2[CH:22]=[CH:21][C:20]([NH:23][C:24]([C:26]3[NH:30][C:29]([C:31]#[N:32])=[CH:28][N:27]=3)=[O:25])=[C:19]([C:41]3[CH2:46][CH2:45][CH2:44][CH2:43][CH:42]=3)[CH:18]=2)[CH2:13][CH2:12]1)=[O:10]. The yield is 0.290. (5) The reactants are [Br:1][C:2]1[C:3](=[O:29])[N:4]([CH2:19][C:20]2[CH:25]=[N:24][C:23]([CH2:26][NH:27][CH3:28])=[CH:22][N:21]=2)[C:5]([CH3:18])=[CH:6][C:7]=1[O:8][CH2:9][C:10]1[CH:15]=[CH:14][C:13]([F:16])=[CH:12][C:11]=1[F:17].[CH3:30][O:31][C:32](Cl)=[O:33].C(N(CC)CC)C. The catalyst is CN(C=O)C. The product is [Br:1][C:2]1[C:3](=[O:29])[N:4]([CH2:19][C:20]2[N:21]=[CH:22][C:23]([CH2:26][N:27]([CH3:28])[C:32](=[O:33])[O:31][CH3:30])=[N:24][CH:25]=2)[C:5]([CH3:18])=[CH:6][C:7]=1[O:8][CH2:9][C:10]1[CH:15]=[CH:14][C:13]([F:16])=[CH:12][C:11]=1[F:17]. The yield is 0.530. (6) The reactants are [Cl:1][C:2]1[CH:46]=[CH:45][C:5]([CH2:6][N:7]2[C:15]3[C:14](=[O:16])[N:13]([CH2:17][CH2:18][CH2:19][N:20]4C(=O)C5C(=CC=CC=5)C4=O)[C:12](=[O:31])[N:11]([CH3:32])[C:10]=3[N:9]=[C:8]2[O:33][C:34]2[CH:39]=[CH:38][CH:37]=[C:36]([O:40][C:41]([F:44])([F:43])[F:42])[CH:35]=2)=[CH:4][CH:3]=1.O.NN.Cl.C(OCC)C. The catalyst is C(O)C.O.C(Cl)Cl. The product is [ClH:1].[NH2:20][CH2:19][CH2:18][CH2:17][N:13]1[C:14](=[O:16])[C:15]2[N:7]([CH2:6][C:5]3[CH:45]=[CH:46][C:2]([Cl:1])=[CH:3][CH:4]=3)[C:8]([O:33][C:34]3[CH:39]=[CH:38][CH:37]=[C:36]([O:40][C:41]([F:42])([F:44])[F:43])[CH:35]=3)=[N:9][C:10]=2[N:11]([CH3:32])[C:12]1=[O:31]. The yield is 0.490. (7) The reactants are [CH:1](B(O)O)=[CH2:2].[CH3:6][O:7][C:8]([C:10]1[N:11]=[C:12]2[C:17](Br)=[CH:16][C:15]([C:19]3[CH:24]=[CH:23][CH:22]=[CH:21][CH:20]=3)=[CH:14][N:13]2[CH:25]=1)=[O:9].[O-]P([O-])([O-])=O.[K+].[K+].[K+].O1CCOC[CH2:35]1. The product is [CH3:6][O:7][C:8]([C:10]1[N:11]=[C:12]2[C:17]([C:1]([CH3:2])=[CH2:35])=[CH:16][C:15]([C:19]3[CH:24]=[CH:23][CH:22]=[CH:21][CH:20]=3)=[CH:14][N:13]2[CH:25]=1)=[O:9]. The catalyst is CCOC(C)=O.C1C=CC([P]([Pd]([P](C2C=CC=CC=2)(C2C=CC=CC=2)C2C=CC=CC=2)([P](C2C=CC=CC=2)(C2C=CC=CC=2)C2C=CC=CC=2)[P](C2C=CC=CC=2)(C2C=CC=CC=2)C2C=CC=CC=2)(C2C=CC=CC=2)C2C=CC=CC=2)=CC=1. The yield is 0.550. (8) The reactants are Br[C:2]1[C:3]([C:8]([F:11])([F:10])[F:9])=[N:4][CH:5]=[CH:6][CH:7]=1.C1(P(C2CCCCC2)C2C=CC=CC=2C2C(CCC)=CC(CCC)=CC=2CCC)CCCCC1.C(=O)([O-])[O-].[Cs+].[Cs+].[Cl:52][C:53]1[CH:59]=[CH:58][C:57]([O:60][CH3:61])=[CH:56][C:54]=1[NH2:55]. The catalyst is C([O-])(=O)C.[Pd+2].C([O-])(=O)C.C1(C)C=CC=CC=1. The product is [Cl:52][C:53]1[CH:59]=[CH:58][C:57]([O:60][CH3:61])=[CH:56][C:54]=1[NH:55][C:2]1[C:3]([C:8]([F:11])([F:10])[F:9])=[N:4][CH:5]=[CH:6][CH:7]=1. The yield is 0.440.